Dataset: Forward reaction prediction with 1.9M reactions from USPTO patents (1976-2016). Task: Predict the product of the given reaction. (1) Given the reactants FC(F)(F)C(O)=O.[CH3:8][CH:9]([O:11][CH2:12][CH2:13][O:14][C:15]1[N:23]=[C:22]2[C:18]([N:19]=[C:20]([O:24][CH3:25])[NH:21]2)=[C:17]([NH2:26])[N:16]=1)[CH3:10].C(=O)([O-])[O-].[K+].[K+].CS(O[CH2:38][CH:39]1[CH2:44][CH2:43][O:42][CH2:41][CH2:40]1)(=O)=O, predict the reaction product. The product is: [CH3:10][CH:9]([O:11][CH2:12][CH2:13][O:14][C:15]1[N:23]=[C:22]2[C:18]([N:19]=[C:20]([O:24][CH3:25])[N:21]2[CH2:38][CH:39]2[CH2:44][CH2:43][O:42][CH2:41][CH2:40]2)=[C:17]([NH2:26])[N:16]=1)[CH3:8]. (2) The product is: [CH3:13][C:9]1([CH3:14])[O:8][C:7]2[CH:15]=[C:3]([CH:2]=[O:19])[CH:4]=[CH:5][C:6]=2[C:11](=[O:12])[O:10]1. Given the reactants Br[CH:2](Br)[C:3]1[CH:4]=[CH:5][C:6]2[C:11](=[O:12])[O:10][C:9]([CH3:14])([CH3:13])[O:8][C:7]=2[CH:15]=1.CC(C)=[O:19], predict the reaction product.